This data is from Forward reaction prediction with 1.9M reactions from USPTO patents (1976-2016). The task is: Predict the product of the given reaction. (1) Given the reactants [Br:1][C:2]1[CH:7]=[CH:6][C:5](I)=[CH:4][CH:3]=1.C([Li])CCC.[O:14]=[C:15]1[CH2:20][CH2:19][N:18]([C:21]([O:23][C:24]([CH3:27])([CH3:26])[CH3:25])=[O:22])[CH2:17][CH2:16]1, predict the reaction product. The product is: [Br:1][C:2]1[CH:7]=[CH:6][C:5]([C:15]2([OH:14])[CH2:16][CH2:17][N:18]([C:21]([O:23][C:24]([CH3:26])([CH3:25])[CH3:27])=[O:22])[CH2:19][CH2:20]2)=[CH:4][CH:3]=1. (2) Given the reactants [O:1]1[CH2:3][CH:2]1[CH2:4][CH:5]1[CH2:10][CH2:9][N:8]([C:11]2[CH:20]=[C:19]([C:21]([NH:23][CH2:24][C@H:25]3[CH2:30][CH2:29][C@H:28]([CH2:31][NH:32][C:33](=[O:39])[O:34][C:35]([CH3:38])([CH3:37])[CH3:36])[CH2:27][CH2:26]3)=[O:22])[C:18]3[C:13](=[CH:14][CH:15]=[CH:16][CH:17]=3)[N:12]=2)[CH2:7][CH2:6]1.[CH3:40][NH:41][CH3:42], predict the reaction product. The product is: [CH3:40][N:41]([CH3:42])[CH2:3][CH:2]([OH:1])[CH2:4][CH:5]1[CH2:6][CH2:7][N:8]([C:11]2[CH:20]=[C:19]([C:21]([NH:23][CH2:24][C@H:25]3[CH2:26][CH2:27][C@H:28]([CH2:31][NH:32][C:33](=[O:39])[O:34][C:35]([CH3:38])([CH3:36])[CH3:37])[CH2:29][CH2:30]3)=[O:22])[C:18]3[C:13](=[CH:14][CH:15]=[CH:16][CH:17]=3)[N:12]=2)[CH2:9][CH2:10]1. (3) The product is: [CH3:31][C:23]1[CH:22]=[C:21]([CH2:20][O:19][CH:16]2[CH2:17][CH2:18][N:13]([S:10]([CH2:9][CH:8]([CH:32]3[CH2:33][CH2:34][CH2:35][CH2:36]3)[C:7]([OH:37])=[O:6])(=[O:12])=[O:11])[CH2:14][CH2:15]2)[C:30]2[C:25](=[CH:26][CH:27]=[CH:28][CH:29]=2)[N:24]=1. Given the reactants Cl.C([O:6][C:7](=[O:37])[CH:8]([CH:32]1[CH2:36][CH2:35][CH2:34][CH2:33]1)[CH2:9][S:10]([N:13]1[CH2:18][CH2:17][CH:16]([O:19][CH2:20][C:21]2[C:30]3[C:25](=[CH:26][CH:27]=[CH:28][CH:29]=3)[N:24]=[C:23]([CH3:31])[CH:22]=2)[CH2:15][CH2:14]1)(=[O:12])=[O:11])(C)(C)C, predict the reaction product.